From a dataset of Full USPTO retrosynthesis dataset with 1.9M reactions from patents (1976-2016). Predict the reactants needed to synthesize the given product. (1) Given the product [C:1]([C:3]1[CH:4]=[C:5]([CH:10]=[C:11]([CH:21]2[CH2:23][CH2:22]2)[C:12]=1[O:13][CH3:15])[C:6]([O:8][CH3:9])=[O:7])#[N:2], predict the reactants needed to synthesize it. The reactants are: [C:1]([C:3]1[CH:4]=[C:5]([CH:10]=[C:11](I)[C:12]=1[OH:13])[C:6]([O:8][CH3:9])=[O:7])#[N:2].[C:15](=O)([O-])[O-].[K+].[K+].[CH:21]1(B(O)O)[CH2:23][CH2:22]1. (2) Given the product [NH2:24][C:17]1[CH:18]=[C:19]([C:20]([F:21])([F:22])[F:23])[C:14]2[N:8]([C:4]3[CH:5]=[CH:6][CH:7]=[C:2]([Cl:1])[CH:3]=3)[C:9](=[O:10])[NH:25][C:15]=2[CH:16]=1, predict the reactants needed to synthesize it. The reactants are: [Cl:1][C:2]1[CH:3]=[C:4]([N:8]([C:14]2[C:19]([C:20]([F:23])([F:22])[F:21])=[CH:18][C:17]([NH2:24])=[CH:16][C:15]=2[NH2:25])[C:9](=O)[O:10]CC)[CH:5]=[CH:6][CH:7]=1.[H-].[Na+].C(=O)(O)[O-].[Na+].